From a dataset of Forward reaction prediction with 1.9M reactions from USPTO patents (1976-2016). Predict the product of the given reaction. (1) Given the reactants [H-].[Na+].[Cl:3][C:4]1[C:12]([Cl:13])=[CH:11][CH:10]=[C:9]2[C:5]=1[C:6](=[O:15])[C:7](=[O:14])[NH:8]2.Br[Mg][C:18]1[CH:23]=[C:22]([CH3:24])[CH:21]=[CH:20][C:19]=1[O:25][CH3:26].[NH4+].[Cl-], predict the reaction product. The product is: [Cl:3][C:4]1[C:12]([Cl:13])=[CH:11][CH:10]=[C:9]2[C:5]=1[C:6]([OH:15])([C:18]1[CH:23]=[C:22]([CH3:24])[CH:21]=[CH:20][C:19]=1[O:25][CH3:26])[C:7](=[O:14])[NH:8]2. (2) Given the reactants [CH3:1][O:2][C:3]1[CH:9]=[CH:8][C:6]([NH2:7])=[C:5]([N+:10]([O-:12])=[O:11])[CH:4]=1.[CH3:13][C:14]([CH3:18])([CH3:17])[CH:15]=O.C(O)(=O)C.C(O[BH-](OC(=O)C)OC(=O)C)(=O)C.[Na+].C([O-])(O)=O.[Na+], predict the reaction product. The product is: [CH3:13][C:14]([CH3:18])([CH3:17])[CH2:15][NH:7][C:6]1[CH:8]=[CH:9][C:3]([O:2][CH3:1])=[CH:4][C:5]=1[N+:10]([O-:12])=[O:11]. (3) Given the reactants [CH2:1]1[C:9]2[C:4](=[CH:5][CH:6]=[CH:7][CH:8]=2)[CH2:3][CH:2]1[CH:10]([C:12]1[O:13][CH:14]=[CH:15][N:16]=1)[OH:11].[CH3:17][C:18]([Si:21](Cl)([CH3:23])[CH3:22])([CH3:20])[CH3:19].N1C=CN=C1, predict the reaction product. The product is: [Si:21]([O:11][CH:10]([CH:2]1[CH2:3][C:4]2[C:9](=[CH:8][CH:7]=[CH:6][CH:5]=2)[CH2:1]1)[C:12]1[O:13][CH:14]=[CH:15][N:16]=1)([C:18]([CH3:20])([CH3:19])[CH3:17])([CH3:23])[CH3:22]. (4) Given the reactants [Br:1][C:2]1[C:3]([NH2:10])=[C:4]([NH2:9])[C:5]([Br:8])=[CH:6][CH:7]=1.[C:11]1([C:17]([C:19]([C:21]2[CH:26]=[CH:25][CH:24]=[CH:23][CH:22]=2)=O)=O)[CH:16]=[CH:15][CH:14]=[CH:13][CH:12]=1.C([O-])(=O)C.[Na+], predict the reaction product. The product is: [Br:1][C:2]1[CH:7]=[CH:6][C:5]([Br:8])=[C:4]2[C:3]=1[N:10]=[C:17]([C:11]1[CH:16]=[CH:15][CH:14]=[CH:13][CH:12]=1)[C:19]([C:21]1[CH:26]=[CH:25][CH:24]=[CH:23][CH:22]=1)=[N:9]2. (5) The product is: [CH3:1][S:2]([O:31][CH2:30][CH2:29][CH2:28][O:27][C:26]1[CH:25]=[CH:24][C:23]([N:20]2[CH2:19][CH2:18][N:17]([C:14]3[CH:15]=[CH:16][C:11]4[N:12]([C:8]([C:7]([F:6])([F:34])[F:35])=[N:9][N:10]=4)[N:13]=3)[CH2:22][CH2:21]2)=[CH:33][CH:32]=1)(=[O:4])=[O:3]. Given the reactants [CH3:1][S:2](Cl)(=[O:4])=[O:3].[F:6][C:7]([F:35])([F:34])[C:8]1[N:12]2[N:13]=[C:14]([N:17]3[CH2:22][CH2:21][N:20]([C:23]4[CH:33]=[CH:32][C:26]([O:27][CH2:28][CH2:29][CH2:30][OH:31])=[CH:25][CH:24]=4)[CH2:19][CH2:18]3)[CH:15]=[CH:16][C:11]2=[N:10][N:9]=1.C(N(CC)CC)C.O, predict the reaction product. (6) Given the reactants [F:1][C:2]1[CH:7]=[C:6]([N+:8]([O-:10])=[O:9])[CH:5]=[CH:4][C:3]=1[CH2:11][C:12](OCC)=[O:13].[BH4-].[Na+], predict the reaction product. The product is: [F:1][C:2]1[CH:7]=[C:6]([N+:8]([O-:10])=[O:9])[CH:5]=[CH:4][C:3]=1[CH2:11][CH2:12][OH:13].